Dataset: Reaction yield outcomes from USPTO patents with 853,638 reactions. Task: Predict the reaction yield, written as a fraction of the theoretical maximum amount of product (1.0 means a 100% yield; for example, 0.34 means a 34% yield). (1) The reactants are [C:1]([N:5]1[C:9](=[O:10])[C:8](Cl)=[C:7]([C:12]2[CH:17]=[CH:16][CH:15]=[CH:14][CH:13]=2)[S:6]1(=[O:19])=[O:18])([CH3:4])([CH3:3])[CH3:2].[CH3:20][O:21][C:22]1[CH:27]=[CH:26][C:25]([NH2:28])=[CH:24][CH:23]=1. The catalyst is CC#N. The product is [C:1]([N:5]1[C:9](=[O:10])[C:8]([NH:28][C:25]2[CH:26]=[CH:27][C:22]([O:21][CH3:20])=[CH:23][CH:24]=2)=[C:7]([C:12]2[CH:17]=[CH:16][CH:15]=[CH:14][CH:13]=2)[S:6]1(=[O:19])=[O:18])([CH3:4])([CH3:3])[CH3:2]. The yield is 0.390. (2) The reactants are C([O:7][CH2:8][C@@H:9]([O:29][C:30]([CH3:33])([CH3:32])[CH3:31])[C:10]1[C:11]([C:22]2[CH:27]=[CH:26][C:25]([Cl:28])=[CH:24][CH:23]=2)=[C:12]2[C:17](=[CH:18][C:19]=1[Cl:20])[N:16]=[C:15]([CH3:21])[CH:14]=[CH:13]2)(=O)C(C)(C)C.[OH-].[Na+]. The catalyst is C1COCC1.CO.O. The product is [C:30]([O:29][C@@H:9]([C:10]1[C:11]([C:22]2[CH:23]=[CH:24][C:25]([Cl:28])=[CH:26][CH:27]=2)=[C:12]2[C:17](=[CH:18][C:19]=1[Cl:20])[N:16]=[C:15]([CH3:21])[CH:14]=[CH:13]2)[CH2:8][OH:7])([CH3:33])([CH3:31])[CH3:32]. The yield is 0.610. (3) The reactants are [NH2:1][C:2]1[CH:7]=[CH:6][C:5]([OH:8])=[CH:4][CH:3]=1.Cl[C:10]1[CH:15]=[CH:14][N:13]=[C:12]([CH3:16])[CH:11]=1.CC(C)([O-])C.[K+].O. The catalyst is CN1C(=O)N(C)CCC1. The product is [CH3:16][C:12]1[CH:11]=[C:10]([O:8][C:5]2[CH:6]=[CH:7][C:2]([NH2:1])=[CH:3][CH:4]=2)[CH:15]=[CH:14][N:13]=1. The yield is 0.0900. (4) The reactants are [I:1][C:2]1[CH:3]=[C:4]([OH:11])[C:5](=[CH:9][CH:10]=1)C(O)=O.CC[N:14]([CH2:17]C)CC.C1C=CC(P(N=[N+]=[N-])(C2C=CC=CC=2)=[O:26])=CC=1.CCOCC. The catalyst is C1COCC1. The product is [I:1][C:2]1[CH:10]=[CH:9][C:5]2[NH:14][C:17](=[O:26])[O:11][C:4]=2[CH:3]=1. The yield is 0.370. (5) The reactants are Br[CH:2]=[C:3]1[C:9]2=[N:10][CH:11]=[CH:12][CH:13]=[C:8]2[CH2:7][CH2:6][C:5]2[CH:14]=[CH:15][CH:16]=[CH:17][C:4]1=2.[OH:18][C:19]1[CH:20]=[C:21](B(O)O)[CH:22]=[CH:23][CH:24]=1. No catalyst specified. The product is [N:10]1[CH:11]=[CH:12][CH:13]=[C:8]2[CH2:7][CH2:6][C:5]3[CH:14]=[CH:15][CH:16]=[CH:17][C:4]=3/[C:3](=[CH:2]\[C:23]3[CH:24]=[C:19]([OH:18])[CH:20]=[CH:21][CH:22]=3)/[C:9]=12. The yield is 0.630.